From a dataset of Catalyst prediction with 721,799 reactions and 888 catalyst types from USPTO. Predict which catalyst facilitates the given reaction. (1) Reactant: [CH3:1][O:2][CH2:3][CH2:4][NH2:5].[Br:6][C:7]1[CH:8]=[N:9][N:10]([CH2:12][CH2:13]Cl)[CH:11]=1. Product: [Br:6][C:7]1[CH:8]=[N:9][N:10]([CH2:12][CH2:13][NH:5][CH2:4][CH2:3][O:2][CH3:1])[CH:11]=1. The catalyst class is: 197. (2) Reactant: [H-].[Na+].[CH:3]1([S:6]([NH2:9])(=[O:8])=[O:7])[CH2:5][CH2:4]1.[CH3:10][C:11]1([CH3:36])[CH2:20][C:19]2[C:14](=[CH:15][CH:16]=[C:17]([C:21](O)=[O:22])[CH:18]=2)[NH:13][CH:12]1[C:24]1[CH:25]=[N:26][CH:27]=[C:28]([N:30]2[CH2:35][CH2:34][O:33][CH2:32][CH2:31]2)[CH:29]=1.C(N1C=CN=C1)(N1C=CN=C1)=O. Product: [CH3:10][C:11]1([CH3:36])[CH2:20][C:19]2[C:14](=[CH:15][CH:16]=[C:17]([C:21]([NH:9][S:6]([CH:3]3[CH2:5][CH2:4]3)(=[O:8])=[O:7])=[O:22])[CH:18]=2)[NH:13][CH:12]1[C:24]1[CH:25]=[N:26][CH:27]=[C:28]([N:30]2[CH2:31][CH2:32][O:33][CH2:34][CH2:35]2)[CH:29]=1. The catalyst class is: 9. (3) Reactant: [C:1]([NH:8]CC(O)=O)([O:3][C:4]([CH3:7])(C)C)=[O:2].Br[C:14]1[CH:23]=[CH:22][C:17](CCCN)=[CH:16][CH:15]=1.CCN(C(C)C)C(C)C.C([O-])(O)=[O:34].[Na+]. Product: [CH3:7][CH2:4][O:3][C:1]([CH3:14])=[O:2].[CH3:22][CH2:23][CH2:14][CH2:15][CH2:16][CH3:17].[NH4+:8].[OH-:34]. The catalyst class is: 34.